The task is: Predict the product of the given reaction.. This data is from Forward reaction prediction with 1.9M reactions from USPTO patents (1976-2016). (1) Given the reactants [F:1][C:2]1[CH:3]=[CH:4][C:5]([O:28][CH3:29])=[C:6]([C:8]2[CH:13]=[CH:12][N:11]=[C:10]3[NH:14][C:15]([C:17]4[CH2:22][CH2:21][CH:20]([C:23]([O:25]CC)=[O:24])[CH2:19][CH:18]=4)=[CH:16][C:9]=23)[CH:7]=1.[OH-].[Na+], predict the reaction product. The product is: [F:1][C:2]1[CH:3]=[CH:4][C:5]([O:28][CH3:29])=[C:6]([C:8]2[CH:13]=[CH:12][N:11]=[C:10]3[NH:14][C:15]([C:17]4[CH2:22][CH2:21][CH:20]([C:23]([OH:25])=[O:24])[CH2:19][CH:18]=4)=[CH:16][C:9]=23)[CH:7]=1. (2) Given the reactants CO[C:3]([C:5]1[N:6]([CH3:26])[N:7]=[C:8]([O:10][CH2:11][C:12]2[C:13]([C:19]3[CH:24]=[CH:23][C:22]([Cl:25])=[CH:21][CH:20]=3)=[N:14][O:15][C:16]=2[CH2:17][OH:18])[CH:9]=1)=[O:4].[NH2:27][CH:28]1[CH2:33][CH2:32][O:31][CH2:30][CH2:29]1, predict the reaction product. The product is: [O:31]1[CH2:32][CH2:33][CH:28]([NH:27][C:3]([C:5]2[N:6]([CH3:26])[N:7]=[C:8]([O:10][CH2:11][C:12]3[C:13]([C:19]4[CH:20]=[CH:21][C:22]([Cl:25])=[CH:23][CH:24]=4)=[N:14][O:15][C:16]=3[CH2:17][OH:18])[CH:9]=2)=[O:4])[CH2:29][CH2:30]1. (3) Given the reactants [Br:1][C:2]1[N:7]=[C:6]([CH3:8])[N:5]=[C:4]([CH:9]=[N:10][OH:11])[CH:3]=1.[CH2:12]=[CH:13][C:14]1[CH:19]=[CH:18][CH:17]=[CH:16][CH:15]=1.Cl[O-].[Na+], predict the reaction product. The product is: [Br:1][C:2]1[N:7]=[C:6]([CH3:8])[N:5]=[C:4]([C:9]2[CH2:12][CH:13]([C:14]3[CH:19]=[CH:18][CH:17]=[CH:16][CH:15]=3)[O:11][N:10]=2)[CH:3]=1. (4) Given the reactants CO[C:3]1[CH:4]=[C:5]2[C:9](=[CH:10][CH:11]=1)[N:8]([CH2:12][CH2:13][CH2:14][N:15]1[CH:19]=[C:18]([NH2:20])[CH:17]=[N:16]1)[CH2:7][CH2:6]2.[CH3:21][O:22]C1C=C2C(C=CN2)=CC=1, predict the reaction product. The product is: [CH3:21][O:22][C:11]1[CH:10]=[C:9]2[C:5]([CH2:6][CH2:7][N:8]2[CH2:12][CH2:13][CH2:14][N:15]2[CH:19]=[C:18]([NH2:20])[CH:17]=[N:16]2)=[CH:4][CH:3]=1. (5) Given the reactants C(OC(=O)[NH:7][CH:8]1[CH2:13][CH2:12][N:11]([S:14]([CH3:17])(=[O:16])=[O:15])[CH2:10][CH2:9]1)(C)(C)C.[F:19][C:20]([F:25])([F:24])[C:21]([OH:23])=[O:22], predict the reaction product. The product is: [F:19][C:20]([F:25])([F:24])[C:21]([OH:23])=[O:22].[CH3:17][S:14]([N:11]1[CH2:10][CH2:9][CH:8]([NH2:7])[CH2:13][CH2:12]1)(=[O:16])=[O:15]. (6) Given the reactants I[CH2:2][CH:3]1[O:7][C:6](=[O:8])[NH:5][CH2:4]1.[C:9]1([CH:15]([N:22]2[CH2:27][CH2:26][NH:25][CH2:24][CH2:23]2)[C:16]2[CH:21]=[CH:20][CH:19]=[CH:18][CH:17]=2)[CH:14]=[CH:13][CH:12]=[CH:11][CH:10]=1.C(N(CC)CC)C, predict the reaction product. The product is: [CH:15]([N:22]1[CH2:27][CH2:26][N:25]([CH2:2][CH:3]2[O:7][C:6](=[O:8])[NH:5][CH2:4]2)[CH2:24][CH2:23]1)([C:16]1[CH:21]=[CH:20][CH:19]=[CH:18][CH:17]=1)[C:9]1[CH:14]=[CH:13][CH:12]=[CH:11][CH:10]=1. (7) Given the reactants [F:1][C:2]1[CH:7]=[CH:6][C:5](/[CH:8]=[CH:9]/[C:10]2[CH:15]=[CH:14][C:13]([S:16](CCC#N)(=[O:18])=[O:17])=[CH:12][CH:11]=2)=[CH:4][CH:3]=1.C[O-].[Na+:25], predict the reaction product. The product is: [F:1][C:2]1[CH:3]=[CH:4][C:5](/[CH:8]=[CH:9]/[C:10]2[CH:15]=[CH:14][C:13]([S:16]([O-:18])=[O:17])=[CH:12][CH:11]=2)=[CH:6][CH:7]=1.[Na+:25]. (8) Given the reactants [Cl:1][C:2]1[CH:10]=[CH:9][CH:8]=[C:7]([CH3:11])[C:3]=1[C:4](O)=[O:5].S(Cl)([Cl:14])=O.C(Cl)(=O)C(Cl)=O, predict the reaction product. The product is: [Cl:1][C:2]1[CH:10]=[CH:9][CH:8]=[C:7]([CH3:11])[C:3]=1[C:4]([Cl:14])=[O:5].